This data is from Full USPTO retrosynthesis dataset with 1.9M reactions from patents (1976-2016). The task is: Predict the reactants needed to synthesize the given product. (1) Given the product [NH2:1][C:2]1[N:7]=[CH:6][N:5]=[C:4]2[N:8]([C@@H:24]3[CH2:29][CH2:28][CH2:27][N:26]([C:30]([C:31](=[CH:45][C:44]([CH3:48])([CH3:47])[CH2:43][O:42][Si:35]([C:38]([CH3:41])([CH3:40])[CH3:39])([CH3:36])[CH3:37])[C:32]#[N:33])=[O:34])[CH2:25]3)[N:9]=[C:10]([C:11]3[CH:12]=[CH:13][C:14]([O:17][C:18]4[CH:19]=[CH:20][CH:21]=[CH:22][CH:23]=4)=[CH:15][CH:16]=3)[C:3]=12, predict the reactants needed to synthesize it. The reactants are: [NH2:1][C:2]1[N:7]=[CH:6][N:5]=[C:4]2[N:8]([C@@H:24]3[CH2:29][CH2:28][CH2:27][N:26]([C:30](=[O:34])[CH2:31][C:32]#[N:33])[CH2:25]3)[N:9]=[C:10]([C:11]3[CH:16]=[CH:15][C:14]([O:17][C:18]4[CH:23]=[CH:22][CH:21]=[CH:20][CH:19]=4)=[CH:13][CH:12]=3)[C:3]=12.[Si:35]([O:42][CH2:43][C:44]([CH3:48])([CH3:47])[CH:45]=O)([C:38]([CH3:41])([CH3:40])[CH3:39])([CH3:37])[CH3:36].C([O-])(=O)C.[NH2+]1CCCCC1. (2) Given the product [Cl:23][C:8]1[CH:7]=[N:6][CH:5]=[C:4]([Cl:3])[C:9]=1[S:10][C:11]1[S:15][C:14]([C:16]([OH:18])=[O:17])=[CH:13][C:12]=1[N+:20]([O-:22])=[O:21], predict the reactants needed to synthesize it. The reactants are: [OH-].[Na+].[Cl:3][C:4]1[CH:5]=[N:6][CH:7]=[C:8]([Cl:23])[C:9]=1[S:10][C:11]1[S:15][C:14]([C:16]([O:18]C)=[O:17])=[CH:13][C:12]=1[N+:20]([O-:22])=[O:21]. (3) Given the product [CH3:1][C:2]1([C:8]([O:10][CH3:11])=[O:9])[CH2:7][CH2:6][CH2:5][CH2:4][CH2:3]1, predict the reactants needed to synthesize it. The reactants are: [CH3:1][C:2]1([C:8]([OH:10])=[O:9])[CH2:7][CH2:6][CH2:5][CH2:4][CH2:3]1.[CH3:11][Si](C=[N+]=[N-])(C)C. (4) Given the product [N:1]1[CH:6]=[C:5]([NH:7][C:15](=[O:16])[O:17][CH2:18][C:19]([Cl:22])([Cl:21])[Cl:20])[CH:4]=[N:3][CH:2]=1, predict the reactants needed to synthesize it. The reactants are: [N:1]1[CH:6]=[C:5]([NH2:7])[CH:4]=[N:3][CH:2]=1.N1C=CC=CC=1.Cl[C:15]([O:17][CH2:18][C:19]([Cl:22])([Cl:21])[Cl:20])=[O:16]. (5) Given the product [CH3:11][N:8]([CH3:6])[CH:9]1[C:10]2[C:19](=[CH:18][CH:17]=[C:16]([N+:13]([O-:15])=[O:14])[CH:25]=2)[CH2:20][CH2:21][CH2:22]1, predict the reactants needed to synthesize it. The reactants are: CS(Cl)(=O)=O.[CH2:6]([N:8]([CH2:11]C)[CH2:9][CH3:10])C.[N+:13]([C:16]1[CH:25]=C2[C:19]([CH2:20][CH2:21][CH2:22]C2O)=[CH:18][CH:17]=1)([O-:15])=[O:14].